Predict which catalyst facilitates the given reaction. From a dataset of Catalyst prediction with 721,799 reactions and 888 catalyst types from USPTO. (1) The catalyst class is: 12. Reactant: [CH2:1]([O:8][C:9]1[CH:10]=C(C([O-])=O)C=[CH:13][C:14]=1[CH2:15][C:16]1[CH:21]=[CH:20][C:19]([O:22][CH3:23])=[CH:18][CH:17]=1)[C:2]1[CH:7]=[CH:6][CH:5]=[CH:4][CH:3]=1.C([N:29]([CH2:32][CH3:33])[CH2:30]C)C.[N-]=[N+]=[N-].C1([O:43]P([O-])(OC2C=CC=CC=2)=O)C=CC=CC=1.[CH2:54]([OH:61])[C:55]1[CH:60]=[CH:59][CH:58]=[CH:57][CH:56]=1. Product: [CH2:1]([O:8][C:9]1[CH:10]=[C:32]([NH:29][C:30](=[O:43])[O:61][CH2:54][C:55]2[CH:60]=[CH:59][CH:58]=[CH:57][CH:56]=2)[CH:33]=[CH:13][C:14]=1[CH2:15][C:16]1[CH:17]=[CH:18][C:19]([O:22][CH3:23])=[CH:20][CH:21]=1)[C:2]1[CH:3]=[CH:4][CH:5]=[CH:6][CH:7]=1. (2) Reactant: [F:1][C:2]([F:18])([F:17])[CH:3]1[CH2:8][CH2:7][N:6]([C:9]2[N:14]=[CH:13][N:12]=[C:11]([C:15]#[N:16])[CH:10]=2)[CH2:5][CH2:4]1.Cl. Product: [F:17][C:2]([F:1])([F:18])[CH:3]1[CH2:8][CH2:7][N:6]([C:9]2[N:14]=[CH:13][N:12]=[C:11]([CH2:15][NH2:16])[CH:10]=2)[CH2:5][CH2:4]1. The catalyst class is: 5. (3) Reactant: [NH2:1][C:2]1[C:3](=[O:16])[N:4]([CH3:15])[C:5](O)=[N:6][C:7]=1[C:8]1[CH:13]=[CH:12][N:11]=[CH:10][CH:9]=1.P(Cl)(Cl)([Cl:19])=O. Product: [NH2:1][C:2]1[C:3](=[O:16])[N:4]([CH3:15])[C:5]([Cl:19])=[N:6][C:7]=1[C:8]1[CH:13]=[CH:12][N:11]=[CH:10][CH:9]=1. The catalyst class is: 8.